From a dataset of Experimentally validated miRNA-target interactions with 360,000+ pairs, plus equal number of negative samples. Binary Classification. Given a miRNA mature sequence and a target amino acid sequence, predict their likelihood of interaction. (1) The miRNA is hsa-miR-6077 with sequence GGGAAGAGCUGUACGGCCUUC. The protein sequence of the target gene is MAGRGKLIAVIGDEDTVTGFLLGGIGELNKNRHPNFLVVEKDTTINEIEDTFRQFLNRDDIGIILINQYIAEMVRHALDAHQQSIPAVLEIPSKEHPYDAAKDSILRRARGMFTAEDLR. Result: 1 (interaction). (2) The miRNA is hsa-miR-186-3p with sequence GCCCAAAGGUGAAUUUUUUGGG. The protein sequence of the target gene is MEQGSGRLEDFPVNVFSVTPYTPSTADIQVSDDDKAGATLLFSGIFLGLVGITFTVMGWIKYQGVSHFEWTQLLGPVLLSVGVTFILIAVCKFKMLSCQLCKESEERVPDSEQTPGGPSFVFTGINQPITFHGATVVQYIPPPYGSPEPMGINTSYLQSVVSPCGLITSGGAAAAMSSPPQYYTIYPQDNSAFVVDEGCLSFTDGGNHRPNPDVDQLEETQLEEEACACFSPPPYEEIYSLPR. Result: 1 (interaction). (3) The miRNA is hsa-miR-4777-5p with sequence UUCUAGAUGAGAGAUAUAUAUA. The protein sequence of the target gene is MSKCRKTPVQQLASPASFSPDILADIFELFAKNFSYGKPLNNEWQLPDPSEIFTCDHTELNAFLDLKNSLNEVKNLLSDKKLDEWHEHTAFTNKAGKIISHVRKSVNAELCTQAWCKFHEILCSFPLIPQEAFQNGKLNSLHLCEAPGAFIASLNHYLKSHRFPCHWSWVANTLNPYHEANDDLMMIMDDRLIANTLHWWYFGPDNTGDIMTLKFLTGLQNFISSMATVHLVTADGSFDCQGNPGEQEALVSSLHYCEVVTALTTLGNGGSFVLKMFTMFEHCSINLMYLLNCCFDQVHV.... Result: 0 (no interaction). (4) The miRNA is hsa-miR-3713 with sequence GGUAUCCGUUUGGGGAUGGU. The protein sequence of the target gene is MVLAELYVSDREGSDATGDGTKEKPFKTGLKALMTVGKEPFPTIYVDSQKENERWNVISKSQLKNIKKMWHREQMKSESREKKEAEDSLRREKNLEEAKKITIKNDPSLPEPKCVKIGALEGYRGQRVKVFGWVHRLRRQGKNLMFLVLRDGTGYLQCVLADELCQCYNGVLLSTESSVAVYGMLNLTPKGKQAPGGHELSCDFWELIGLAPAGGADNLINEESDVDVQLNNRHMMIRGENMSKILKARSMVTRCFRDHFFDRGYYEVTPPTLVQTQVEGGATLFKLDYFGEEAFLTQSS.... Result: 1 (interaction). (5) The miRNA is hsa-miR-586 with sequence UAUGCAUUGUAUUUUUAGGUCC. The protein sequence of the target gene is MPAERKKPASMEEKDSLPNNKEKDCSERRTVSSKERPKDDIKLTAKKEVSKAPEDKKKRLEDDKRKKEDKERKKKDEEKVKAEEESKKKEEEEKKKHQEEERKKQEEQAKRQQEEEAAAQMKEKEESIQLHQEAWERHHLRKELRSKNQNAPDSRPEENFFSRLDSSLKKNTAFVKKLKTITEQQRDSLSHDFNGLNLSKYIAEAVASIVEAKLKISDVNCAVHLCSLFHQRYADFAPSLLQVWKKHFEARKEEKTPNITKLRTDLRFIAELTIVGIFTDKEGLSLIYEQLKNIINADRE.... Result: 0 (no interaction). (6) The miRNA is mmu-miR-329-3p with sequence AACACACCCAGCUAACCUUUUU. The protein sequence of the target gene is MKYPLVPLVSDLTLSFLVFWLCLPVALLLFLTIVWLHFLLSQESKEDDSDLCFNWEPWSKRPSECGCEETFPGEEDGLHW. Result: 1 (interaction). (7) The miRNA is hsa-miR-6072 with sequence UCCUCAUCACACUGCACCUUAG. The protein sequence of the target gene is MPPILQRLQQSTKMMSHRKILLLVLGCSTVSLLIHQGSQLSWYPKLFPLSCPPLRESPPRAKHMAVAFLKTHKTAGTTVQNILFRFAERHNLTVALPHPSCEHQFCYPRNFSAHFVHPATRPPHMLASHLRFDRAELERLMPPDTIYVTILREPAAMFESLFSYYNQYCPAFRRVPNASLETFLRAPEAYYRPGEHFAMFAHNTLAYDLGGDNERSPRDDAAYLAGLIRQVEEVFSLVMIAEYFDESLVLLRRLLAWDLDDVLYAKLNARAASSRLATIPEALARAARTWNALDAGLYDH.... Result: 0 (no interaction). (8) Result: 0 (no interaction). The miRNA is mmu-miR-6902-3p with sequence CCAUGUGAUGUGUGGGUUCAG. The protein sequence of the target gene is MKHNGSRTCLNRRSRFGSRERDWLREDVKRGCVYLYGADTTTATTTTSSSSSSSSSSDLHLVLCTVETPASEICAGEGRESLYLQLHGDLVRRLEPSERPLQIVYDYLSRLGFEDPVRIQEEATNPDLSCMIRFYGEKPCQMDHLDRILLSGIYNVRKGKTQLHKWAERLVVLCGTCLIVSSVKDCQTGKMHILPLVGGKIEEVKRRQHSLAFSSAGAQAQTYHVSFETLAEYQRWQRQASKVVSQRMSTVDLSCYSLEEVPEHLFYSQDITYLNLRHNFMQLERPGGLDTLHKFSQLKG.... (9) The miRNA is hsa-miR-302f with sequence UAAUUGCUUCCAUGUUU. The protein sequence of the target gene is MLALISRLLDWFRSLFWKEEMELTLVGLQYSGKTTFVNVIASGQFSEDMIPTVGFNMRKVTKGNVTIKIWDIGGQPRFRSMWERYCRGVNAIVYMIDAADREKIEASRNELHNLLDKPQLQGIPVLVLGNKRDLPNALDEKQLIEKMNLSAIQDREICCYSISCKEKDNIDITLQWLIQHSKSRRS. Result: 1 (interaction).